Dataset: Forward reaction prediction with 1.9M reactions from USPTO patents (1976-2016). Task: Predict the product of the given reaction. (1) Given the reactants [CH2:1]([OH:4])[C:2]#[CH:3].Br[C:6]1[CH:7]=[C:8]([CH:16]=[C:17](Br)[CH:18]=1)[C:9]([O:11][C:12](C)(C)C)=[O:10], predict the reaction product. The product is: [OH:4][CH2:1][C:2]#[C:3][C:6]1[CH:7]=[C:8]([CH:16]=[C:17]([C:3]#[C:2][CH2:1][OH:4])[CH:18]=1)[C:9]([O:11][CH3:12])=[O:10]. (2) The product is: [CH:3]1([N:7]2[CH2:13][CH2:12][C:11]3[CH:14]=[C:15]([O:18][C:20]4[CH:29]=[CH:28][C:23]([C:24]([NH:26][CH3:27])=[O:25])=[CH:22][N:21]=4)[CH:16]=[CH:17][C:10]=3[CH2:9][CH2:8]2)[CH2:6][CH2:5][CH2:4]1. Given the reactants [H-].[Na+].[CH:3]1([N:7]2[CH2:13][CH2:12][C:11]3[CH:14]=[C:15]([OH:18])[CH:16]=[CH:17][C:10]=3[CH2:9][CH2:8]2)[CH2:6][CH2:5][CH2:4]1.Cl[C:20]1[CH:29]=[CH:28][C:23]([C:24]([NH:26][CH3:27])=[O:25])=[CH:22][N:21]=1, predict the reaction product. (3) Given the reactants C([Li])CCC.C(NC(C)C)(C)C.[CH:13]1([C:16]([O:18][C:19]([CH3:22])([CH3:21])[CH3:20])=[O:17])[CH2:15][CH2:14]1.[Cl:23][C:24]1[CH:31]=[CH:30][C:27]([CH:28]=[O:29])=[CH:26][C:25]=1[N+:32]([O-:34])=[O:33].[Cl-].[NH4+], predict the reaction product. The product is: [Cl:23][C:24]1[CH:31]=[CH:30][C:27]([CH:28]([OH:29])[C:13]2([C:16]([O:18][C:19]([CH3:22])([CH3:21])[CH3:20])=[O:17])[CH2:15][CH2:14]2)=[CH:26][C:25]=1[N+:32]([O-:34])=[O:33]. (4) Given the reactants Br[C:2]1[CH:10]=[CH:9][C:8]([O:11][CH3:12])=[CH:7][C:3]=1[C:4]([OH:6])=[O:5].C([Li])CCC.CON(C)[C:21](=[O:29])[C:22]1[CH:27]=[CH:26][C:25]([CH3:28])=[CH:24][CH:23]=1, predict the reaction product. The product is: [CH3:12][O:11][C:8]1[CH:9]=[CH:10][C:2]([C:21](=[O:29])[C:22]2[CH:27]=[CH:26][C:25]([CH3:28])=[CH:24][CH:23]=2)=[C:3]([CH:7]=1)[C:4]([OH:6])=[O:5]. (5) Given the reactants [CH2:1]([C:3]1[CH:12]=[CH:11][C:10]2[C:5](=[C:6]([O:22][CH3:23])[CH:7]=[CH:8][C:9]=2[C:13](=O)[C:14]([CH3:20])([CH3:19])[C:15](OC)=[O:16])[N:4]=1)[CH3:2].C(O)(=O)C.O.[NH2:29][NH2:30].O, predict the reaction product. The product is: [CH2:1]([C:3]1[CH:12]=[CH:11][C:10]2[C:5](=[C:6]([O:22][CH3:23])[CH:7]=[CH:8][C:9]=2[C:13]2[C:14]([CH3:20])([CH3:19])[C:15](=[O:16])[NH:30][N:29]=2)[N:4]=1)[CH3:2]. (6) Given the reactants [Cl:1][C:2]1[C:3]([O:12][C:13]2[CH:18]=[C:17]([O:19][CH2:20][CH2:21][O:22][CH3:23])[CH:16]=[CH:15][C:14]=2/[CH:24]=[CH:25]/[C:26](O)=[O:27])=[N:4][CH:5]=[C:6]([C:8]([F:11])([F:10])[F:9])[CH:7]=1.Cl.C(N=C=NCCCN(C)C)C.[CH2:41]([NH:46][S:47]([NH2:50])(=[O:49])=[O:48])[CH2:42][CH2:43][CH2:44][CH3:45].Cl, predict the reaction product. The product is: [Cl:1][C:2]1[C:3]([O:12][C:13]2[CH:18]=[C:17]([O:19][CH2:20][CH2:21][O:22][CH3:23])[CH:16]=[CH:15][C:14]=2/[CH:24]=[CH:25]/[C:26]([NH:50][S:47]([NH:46][CH2:41][CH2:42][CH2:43][CH2:44][CH3:45])(=[O:49])=[O:48])=[O:27])=[N:4][CH:5]=[C:6]([C:8]([F:10])([F:9])[F:11])[CH:7]=1. (7) The product is: [C:1]1([CH2:7][CH2:8][CH2:9][CH:10]([NH:20][C:21]([CH:23]2[CH2:28][CH2:27][N:26]([C:29](=[O:33])[CH2:30][CH:31]3[CH2:32][O:42]3)[CH2:25][CH2:24]2)=[O:22])[CH2:11][CH2:12][CH2:13][C:14]2[CH:19]=[CH:18][CH:17]=[CH:16][CH:15]=2)[CH:2]=[CH:3][CH:4]=[CH:5][CH:6]=1. Given the reactants [C:1]1([CH2:7][CH2:8][CH2:9][CH:10]([NH:20][C:21]([CH:23]2[CH2:28][CH2:27][N:26]([C:29](=[O:33])[CH2:30][CH:31]=[CH2:32])[CH2:25][CH2:24]2)=[O:22])[CH2:11][CH2:12][CH2:13][C:14]2[CH:19]=[CH:18][CH:17]=[CH:16][CH:15]=2)[CH:6]=[CH:5][CH:4]=[CH:3][CH:2]=1.ClC1C=CC=C(C(OO)=[O:42])C=1.[O-]S([O-])=O.[Na+].[Na+], predict the reaction product. (8) Given the reactants [CH:1]([O:4][C:5]1[CH:20]=[CH:19][C:8]([O:9][C:10]2[CH:18]=[CH:17][C:13]([CH:14]=[N:15][OH:16])=[CH:12][CH:11]=2)=[CH:7][CH:6]=1)([CH3:3])[CH3:2].[Cl:21]N1C(=O)CCC1=O.O, predict the reaction product. The product is: [OH:16][N:15]=[C:14]([Cl:21])[C:13]1[CH:17]=[CH:18][C:10]([O:9][C:8]2[CH:19]=[CH:20][C:5]([O:4][CH:1]([CH3:3])[CH3:2])=[CH:6][CH:7]=2)=[CH:11][CH:12]=1. (9) Given the reactants [NH2:1][C:2]1[C:3]([NH:9][CH2:10][C@H:11]2[CH2:16][CH2:15][CH2:14][N:13]([C:17]([O:19][C:20]([CH3:23])([CH3:22])[CH3:21])=[O:18])[CH2:12]2)=[N:4][C:5]([Br:8])=[CH:6][N:7]=1.C[N:25](C=O)C, predict the reaction product. The product is: [Br:8][C:5]1[N:4]=[C:3]2[N:9]([CH2:10][C@H:11]3[CH2:16][CH2:15][CH2:14][N:13]([C:17]([O:19][C:20]([CH3:23])([CH3:22])[CH3:21])=[O:18])[CH2:12]3)[N:25]=[N:1][C:2]2=[N:7][CH:6]=1.